This data is from Reaction yield outcomes from USPTO patents with 853,638 reactions. The task is: Predict the reaction yield, written as a fraction of the theoretical maximum amount of product (1.0 means a 100% yield; for example, 0.34 means a 34% yield). (1) The reactants are [Cl:1][CH2:2][C:3](=O)[CH2:4]C(OCC)=O.[C:11]([OH:14])(=[O:13])[CH3:12].[CH3:15][NH2:16].[C:17]1([CH3:23])C=CC=CC=1. The catalyst is C(O)C. The product is [Cl:1][CH2:2][C:3]([NH:16][CH3:15])=[CH:4][CH2:12][C:11]([O:14][CH2:17][CH3:23])=[O:13]. The yield is 0.920. (2) The reactants are C(N(CC)CC)C.Cl[C:9]([O:11][CH2:12][C:13]1[CH:18]=[CH:17][CH:16]=[CH:15][CH:14]=1)=[O:10].[OH:19][C@H:20]1[CH2:24][CH2:23][C@H:22]([NH:25]C2C3N(C=CC=3)N=CC=2C(N)=O)[C:21]1([CH3:39])[CH3:38].C(=O)(O)[O-].[Na+]. The catalyst is ClCCl. The product is [OH:19][C@@H:20]1[CH2:24][CH2:23][C@H:22]([NH:25][C:9](=[O:10])[O:11][CH2:12][C:13]2[CH:18]=[CH:17][CH:16]=[CH:15][CH:14]=2)[C:21]1([CH3:39])[CH3:38]. The yield is 0.100. (3) The reactants are [F:1][C:2]1([F:16])[CH2:7][CH2:6][C:5]([C:10]2[CH:11]=[N:12][CH:13]=[N:14][CH:15]=2)([C:8]#[N:9])[CH2:4][CH2:3]1.O.C(O)([C:20](F)([F:22])[F:21])=O.C(OO)(C)(C)C. The catalyst is FC(C1C=CC=CC=1)(F)F. The product is [F:21][CH:20]([F:22])[C:13]1[N:12]=[CH:11][C:10]([C:5]2([C:8]#[N:9])[CH2:4][CH2:3][C:2]([F:1])([F:16])[CH2:7][CH2:6]2)=[CH:15][N:14]=1. The yield is 0.444. (4) The reactants are [I:1][C:2]1[CH:3]=[CH:4][CH:5]=[C:6]2[C:11]=1[NH:10][CH:9]=[CH:8][C:7]2=O.O=P(Cl)(Cl)[Cl:15]. The catalyst is CN(C=O)C. The product is [Cl:15][C:7]1[C:6]2[C:11](=[C:2]([I:1])[CH:3]=[CH:4][CH:5]=2)[N:10]=[CH:9][CH:8]=1. The yield is 0.980.